From a dataset of Full USPTO retrosynthesis dataset with 1.9M reactions from patents (1976-2016). Predict the reactants needed to synthesize the given product. (1) Given the product [N:1]([CH2:4][CH2:5][C@@:6]([CH3:16])([S:12]([CH3:15])(=[O:14])=[O:13])[C:7]([OH:9])=[O:8])=[N+:2]=[N-:3], predict the reactants needed to synthesize it. The reactants are: [N:1]([CH2:4][CH2:5][C@@:6]([CH3:16])([S:12]([CH3:15])(=[O:14])=[O:13])[C:7]([O:9]CC)=[O:8])=[N+:2]=[N-:3].[Li+].[OH-]. (2) Given the product [OH:2][C:3]1[CH:4]=[CH:5][C:6]2[CH2:12][CH2:11][CH2:10][C:9](=[O:13])[NH:8][C:7]=2[CH:14]=1, predict the reactants needed to synthesize it. The reactants are: C[O:2][C:3]1[CH:4]=[CH:5][C:6]2[CH2:12][CH2:11][CH2:10][C:9](=[O:13])[NH:8][C:7]=2[CH:14]=1.B(Br)(Br)Br. (3) The reactants are: Br[CH2:2][CH3:3].[Br:4][C:5]1[CH:6]=[CH:7][C:8]([CH3:12])=[C:9]([CH:11]=1)[NH2:10]. Given the product [Br:4][C:5]1[CH:6]=[CH:7][C:8]([CH3:12])=[C:9]([CH:11]=1)[NH:10][CH2:2][CH3:3], predict the reactants needed to synthesize it. (4) Given the product [CH2:1]([O:8][C:9]1[CH:14]=[CH:13][CH:12]=[CH:11][C:10]=1[C:15]1[N:16]([CH2:27][CH2:28][C:29]2[CH:34]=[CH:33][CH:32]=[CH:31][CH:30]=2)[C:17](=[O:26])[C:18]2[C:24]([O:40][CH3:39])=[N:23][CH:22]=[CH:21][C:19]=2[N:20]=1)[C:2]1[CH:7]=[CH:6][CH:5]=[CH:4][CH:3]=1, predict the reactants needed to synthesize it. The reactants are: [CH2:1]([O:8][C:9]1[CH:14]=[CH:13][CH:12]=[CH:11][C:10]=1[C:15]1[N:16]([CH2:27][CH2:28][C:29]2[CH:34]=[CH:33][CH:32]=[CH:31][CH:30]=2)[C:17](=[O:26])[C:18]2[C:24](Cl)=[N:23][CH:22]=[CH:21][C:19]=2[N:20]=1)[C:2]1[CH:7]=[CH:6][CH:5]=[CH:4][CH:3]=1.[H-].[Na+].C1C[O:40][CH2:39]C1. (5) The reactants are: [F:1][C:2]([F:7])([F:6])[C:3]([OH:5])=[O:4].[N:8]1[C:13]2[NH:14][C:15]3[CH:25]=[N:24][CH:23]=[CH:22][C:16]=3/[C:17](=[N:20]/O)/[C:18](=O)[C:12]=2[CH:11]=[CH:10][CH:9]=1.[Cl:26][C:27]1[CH:34]=[C:33]([S:35][CH2:36][CH3:37])[CH:32]=[C:31]([Cl:38])[C:28]=1[CH:29]=O.C([O-])(=O)C.[NH4+:43].P(OC(C)C)(OC(C)C)(OC(C)C)=O. Given the product [F:1][C:2]([F:7])([F:6])[C:3]([OH:5])=[O:4].[F:1][C:2]([F:7])([F:6])[C:3]([OH:5])=[O:4].[Cl:26][C:27]1[CH:34]=[C:33]([S:35][CH2:36][CH3:37])[CH:32]=[C:31]([Cl:38])[C:28]=1[C:29]1[NH:20][C:17]2[C:16]3[CH:22]=[CH:23][N:24]=[CH:25][C:15]=3[NH:14][C:13]3[N:8]=[CH:9][CH:10]=[CH:11][C:12]=3[C:18]=2[N:43]=1, predict the reactants needed to synthesize it. (6) Given the product [C:1]([C:5]1[CH:10]=[CH:9][C:8]([C:11]2[N:12]([C:31]([N:44]3[CH2:45][CH2:46][N:41]([S:38]([CH3:37])(=[O:40])=[O:39])[CH2:42][CH2:43]3)=[O:32])[C@H:13]([C:24]3[CH:25]=[CH:26][C:27]([Cl:30])=[CH:28][CH:29]=3)[C@@:14]([C:17]3[CH:18]=[CH:19][C:20]([Cl:23])=[CH:21][CH:22]=3)([CH3:16])[N:15]=2)=[C:7]([O:34][CH2:35][CH3:36])[CH:6]=1)([CH3:2])([CH3:3])[CH3:4], predict the reactants needed to synthesize it. The reactants are: [C:1]([C:5]1[CH:10]=[CH:9][C:8]([C:11]2[N:12]([C:31](Cl)=[O:32])[CH:13]([C:24]3[CH:29]=[CH:28][C:27]([Cl:30])=[CH:26][CH:25]=3)[C:14]([C:17]3[CH:22]=[CH:21][C:20]([Cl:23])=[CH:19][CH:18]=3)([CH3:16])[N:15]=2)=[C:7]([O:34][CH2:35][CH3:36])[CH:6]=1)([CH3:4])([CH3:3])[CH3:2].[CH3:37][S:38]([N:41]1[CH2:46][CH2:45][NH:44][CH2:43][CH2:42]1)(=[O:40])=[O:39]. (7) Given the product [CH3:28][N:29]([CH2:30][CH2:31][CH3:32])[C:23]([N:16]1[CH2:17][CH2:18][C:11]2([C:10](=[O:19])[N:9]([C:6]3[CH:5]=[CH:4][C:3]([CH2:1][CH3:2])=[CH:8][CH:7]=3)[CH2:13][CH2:12]2)[CH2:14][CH2:15]1)=[O:22], predict the reactants needed to synthesize it. The reactants are: [CH2:1]([C:3]1[CH:8]=[CH:7][C:6]([N:9]2[CH2:13][CH2:12][C:11]3([CH2:18][CH2:17][NH:16][CH2:15][CH2:14]3)[C:10]2=[O:19])=[CH:5][CH:4]=1)[CH3:2].O=C(Cl)[O:22][C:23](Cl)(Cl)Cl.[CH3:28][NH:29][CH2:30][CH2:31][CH3:32]. (8) Given the product [Cl:1][C:2]1[N:3]=[C:4]2[CH:12]=[C:11]([CH3:13])[CH:10]=[N:9][C:5]2=[N:6][C:7]=1[N:18]1[CH2:19][CH2:20][N:15]([CH3:14])[CH2:16][CH2:17]1, predict the reactants needed to synthesize it. The reactants are: [Cl:1][C:2]1[N:3]=[C:4]2[CH:12]=[C:11]([CH3:13])[CH:10]=[N:9][C:5]2=[N:6][C:7]=1Cl.[CH3:14][N:15]1[CH2:20][CH2:19][NH:18][CH2:17][CH2:16]1.O.